Dataset: CYP2C9 inhibition data for predicting drug metabolism from PubChem BioAssay. Task: Regression/Classification. Given a drug SMILES string, predict its absorption, distribution, metabolism, or excretion properties. Task type varies by dataset: regression for continuous measurements (e.g., permeability, clearance, half-life) or binary classification for categorical outcomes (e.g., BBB penetration, CYP inhibition). Dataset: cyp2c9_veith. The molecule is O=c1c(-c2ccc(O)cc2)coc2cc(O)ccc12. The result is 1 (inhibitor).